Dataset: Peptide-MHC class I binding affinity with 185,985 pairs from IEDB/IMGT. Task: Regression. Given a peptide amino acid sequence and an MHC pseudo amino acid sequence, predict their binding affinity value. This is MHC class I binding data. (1) The peptide sequence is AFIDTIKSL. The MHC is HLA-A23:01 with pseudo-sequence HLA-A23:01. The binding affinity (normalized) is 0.213. (2) The peptide sequence is YTDKIAMSY. The MHC is HLA-A01:01 with pseudo-sequence HLA-A01:01. The binding affinity (normalized) is 1.00. (3) The peptide sequence is ILSPFLPLL. The MHC is HLA-A68:02 with pseudo-sequence HLA-A68:02. The binding affinity (normalized) is 0.106. (4) The peptide sequence is AALKNLCFYS. The MHC is H-2-Kb with pseudo-sequence H-2-Kb. The binding affinity (normalized) is 0.233. (5) The peptide sequence is IRQAGVQYS. The MHC is HLA-B35:01 with pseudo-sequence HLA-B35:01. The binding affinity (normalized) is 0.